This data is from Reaction yield outcomes from USPTO patents with 853,638 reactions. The task is: Predict the reaction yield, written as a fraction of the theoretical maximum amount of product (1.0 means a 100% yield; for example, 0.34 means a 34% yield). (1) The reactants are CON(C)[C:4](=[O:11])[C:5]1[CH:10]=[CH:9][CH:8]=[N:7][CH:6]=1.[CH3:13][C:14]([CH3:18])=[CH:15][Mg]Br.[Cl-].[NH4+].O. The catalyst is C1COCC1. The product is [CH3:15][C:14]([CH3:18])=[CH:13][C:4]([C:5]1[CH:6]=[N:7][CH:8]=[CH:9][CH:10]=1)=[O:11]. The yield is 0.910. (2) The reactants are [Cl:1][C:2]1[CH:10]=[C:9]2[C:5]([C:6]([C:11]([O:13]C)=[O:12])=[CH:7][NH:8]2)=[CH:4][C:3]=1[C:15]1[CH:20]=[CH:19][C:18]([CH3:21])=[CH:17][CH:16]=1.[OH-].[Na+]. The catalyst is CO. The product is [Cl:1][C:2]1[CH:10]=[C:9]2[C:5]([C:6]([C:11]([OH:13])=[O:12])=[CH:7][NH:8]2)=[CH:4][C:3]=1[C:15]1[CH:20]=[CH:19][C:18]([CH3:21])=[CH:17][CH:16]=1. The yield is 0.130. (3) The reactants are Cl.Cl.Cl.[NH:4]1[CH2:9][CH2:8][CH:7]([N:10]2[CH2:13][C:12]([CH2:36][C:37]#[N:38])([N:14]3[CH:18]=[C:17]([C:19]4[C:20]5[CH:27]=[CH:26][N:25]([CH2:28][O:29][CH2:30][CH2:31][Si:32]([CH3:35])([CH3:34])[CH3:33])[C:21]=5[N:22]=[CH:23][N:24]=4)[CH:16]=[N:15]3)[CH2:11]2)[CH2:6][CH2:5]1.F[P-](F)(F)(F)(F)F.N1(O[P+](N(C)C)(N(C)C)N(C)C)C2C=CC=CC=2N=N1.C(N(CC)C(C)C)(C)C.[OH:75][B:76]([OH:87])[C:77]1[CH:85]=[CH:84][C:80]([C:81](O)=[O:82])=[CH:79][C:78]=1[F:86]. The catalyst is C(Cl)Cl. The product is [C:37]([CH2:36][C:12]1([N:14]2[CH:18]=[C:17]([C:19]3[C:20]4[CH:27]=[CH:26][N:25]([CH2:28][O:29][CH2:30][CH2:31][Si:32]([CH3:34])([CH3:33])[CH3:35])[C:21]=4[N:22]=[CH:23][N:24]=3)[CH:16]=[N:15]2)[CH2:11][N:10]([CH:7]2[CH2:8][CH2:9][N:4]([C:81]([C:80]3[CH:84]=[CH:85][C:77]([B:76]([OH:87])[OH:75])=[C:78]([F:86])[CH:79]=3)=[O:82])[CH2:5][CH2:6]2)[CH2:13]1)#[N:38]. The yield is 0.410. (4) The reactants are [Br:1][C:2]1[CH:7]=[CH:6][C:5]([C:8]2([C:11]#[N:12])[CH2:10][CH2:9]2)=[CH:4][CH:3]=1.B.C1COCC1. No catalyst specified. The product is [Br:1][C:2]1[CH:3]=[CH:4][C:5]([C:8]2([CH2:11][NH2:12])[CH2:9][CH2:10]2)=[CH:6][CH:7]=1. The yield is 0.940. (5) The reactants are Br[C:2]1[CH:7]=[CH:6][C:5]([C:8](=[C:16]2[CH2:21][C:20]([CH3:23])([CH3:22])[CH2:19][C:18]([CH3:25])([CH3:24])[CH2:17]2)[C:9]2[CH:14]=[CH:13][C:12]([OH:15])=[CH:11][CH:10]=2)=[CH:4][CH:3]=1.[C:26]([N:33]1[CH:37]=[CH:36][CH:35]=[C:34]1B(O)O)([O:28][C:29]([CH3:32])([CH3:31])[CH3:30])=[O:27].C([O-])([O-])=O.[Na+].[Na+]. The catalyst is C1C=CC([P]([Pd]([P](C2C=CC=CC=2)(C2C=CC=CC=2)C2C=CC=CC=2)([P](C2C=CC=CC=2)(C2C=CC=CC=2)C2C=CC=CC=2)[P](C2C=CC=CC=2)(C2C=CC=CC=2)C2C=CC=CC=2)(C2C=CC=CC=2)C2C=CC=CC=2)=CC=1.COCCOC. The product is [OH:15][C:12]1[CH:11]=[CH:10][C:9]([C:8](=[C:16]2[CH2:17][C:18]([CH3:25])([CH3:24])[CH2:19][C:20]([CH3:23])([CH3:22])[CH2:21]2)[C:5]2[CH:4]=[CH:3][C:2]([C:34]3[N:33]([C:26]([O:28][C:29]([CH3:32])([CH3:31])[CH3:30])=[O:27])[CH:37]=[CH:36][CH:35]=3)=[CH:7][CH:6]=2)=[CH:14][CH:13]=1. The yield is 0.720. (6) The reactants are C([O:8][C:9]1[CH:10]=[CH:11][C:12]([O:17][CH3:18])=[C:13]([CH:16]=1)[CH:14]=O)C1C=CC=CC=1.C(OP([CH2:27][C:28]([O:30][CH2:31][CH3:32])=[O:29])(OCC)=O)C.[H-].[Na+].Cl. The catalyst is CN(C)C=O. The product is [OH:8][C:9]1[CH:10]=[CH:11][C:12]([O:17][CH3:18])=[C:13]([CH2:14][CH2:27][C:28]([O:30][CH2:31][CH3:32])=[O:29])[CH:16]=1. The yield is 0.800.